Task: Regression. Given two drug SMILES strings and cell line genomic features, predict the synergy score measuring deviation from expected non-interaction effect.. Dataset: NCI-60 drug combinations with 297,098 pairs across 59 cell lines Drug 1: C1=CC(=CC=C1C#N)C(C2=CC=C(C=C2)C#N)N3C=NC=N3. Drug 2: CC1CCCC2(C(O2)CC(NC(=O)CC(C(C(=O)C(C1O)C)(C)C)O)C(=CC3=CSC(=N3)C)C)C. Cell line: PC-3. Synergy scores: CSS=37.4, Synergy_ZIP=-1.53, Synergy_Bliss=-1.28, Synergy_Loewe=2.24, Synergy_HSA=2.70.